From a dataset of Forward reaction prediction with 1.9M reactions from USPTO patents (1976-2016). Predict the product of the given reaction. (1) Given the reactants [C:1]([OH:9])(=[O:8])[CH:2]([CH2:4][C:5]([OH:7])=[O:6])[OH:3].[O-2:10].[Mg+2:11], predict the reaction product. The product is: [C:1]([OH:9])(=[O:8])[CH:2]([CH2:4][C:5]([OH:7])=[O:6])[OH:3].[C:1]([O:9][OH:10])(=[O:8])[CH:2]([CH2:4][C:5]([O-:7])=[O:6])[OH:3].[Mg+2:11].[Mg+2:11].[OH:10][O:8][C:1](=[O:9])[CH:2]([CH2:4][C:5]([O-:7])=[O:6])[OH:3].[OH:10][O:8][C:1](=[O:9])[CH:2]([CH2:4][C:5]([O-:7])=[O:6])[OH:3].[OH:10][O:8][C:1](=[O:9])[CH:2]([CH2:4][C:5]([O-:7])=[O:6])[OH:3]. (2) Given the reactants [Cl:1][C:2]1[C:7]([F:8])=[CH:6][CH:5]=[C:4]([Cl:9])[C:3]=1[C@H:10]([O:12][C:13]1[C:18]([NH2:19])=[N:17][CH:16]=[C:15]2[NH:20][CH:21]=[CH:22][C:14]=12)[CH3:11].CI.[C:25](OCC)(=O)C, predict the reaction product. The product is: [Cl:1][C:2]1[C:7]([F:8])=[CH:6][CH:5]=[C:4]([Cl:9])[C:3]=1[C@H:10]([O:12][C:13]1[C:18]([NH2:19])=[N:17][CH:16]=[C:15]2[N:20]([CH3:25])[CH:21]=[CH:22][C:14]=12)[CH3:11]. (3) Given the reactants [Cl:1][C:2]1[CH:25]=[CH:24][C:5]([CH2:6][NH:7][C:8]([C:10]2[C:11](=[O:23])[C:12]3[S:19][C:18]([CH2:20]Cl)=[C:17]([CH3:22])[C:13]=3[N:14]([CH3:16])[CH:15]=2)=[O:9])=[CH:4][CH:3]=1.[CH3:26][NH:27][CH2:28][CH:29]([C:31]1[CH:32]=[N+:33]([O-:37])[CH:34]=[CH:35][CH:36]=1)[OH:30].C(N(C(C)C)CC)(C)C, predict the reaction product. The product is: [Cl:1][C:2]1[CH:3]=[CH:4][C:5]([CH2:6][NH:7][C:8]([C:10]2[C:11](=[O:23])[C:12]3[S:19][C:18]([CH2:20][N:27]([CH2:28][CH:29]([OH:30])[C:31]4[CH:32]=[N+:33]([O-:37])[CH:34]=[CH:35][CH:36]=4)[CH3:26])=[C:17]([CH3:22])[C:13]=3[N:14]([CH3:16])[CH:15]=2)=[O:9])=[CH:24][CH:25]=1. (4) Given the reactants O.NN.[CH:4]1([S:7][C:8]2[CH:13]=[CH:12][C:11]([C:14](=O)[C:15]([OH:17])=[O:16])=[CH:10][CH:9]=2)[CH2:6][CH2:5]1.[OH-].[K+], predict the reaction product. The product is: [CH:4]1([S:7][C:8]2[CH:13]=[CH:12][C:11]([CH2:14][C:15]([OH:17])=[O:16])=[CH:10][CH:9]=2)[CH2:5][CH2:6]1. (5) The product is: [CH2:1]([N:8]1[CH2:9][CH2:10][C:11]2([N:15]=[C:14]([C:16]3[CH:21]=[CH:20][C:19]([Br:22])=[CH:18][CH:17]=3)[N:13]([CH2:23][C@@H:24]3[CH2:28][CH2:27][NH:26][CH2:25]3)[C:12]2=[O:36])[CH2:37][CH2:38]1)[C:2]1[CH:3]=[CH:4][CH:5]=[CH:6][CH:7]=1. Given the reactants [CH2:1]([N:8]1[CH2:38][CH2:37][C:11]2([N:15]=[C:14]([C:16]3[CH:21]=[CH:20][C:19]([Br:22])=[CH:18][CH:17]=3)[N:13]([CH2:23][C@@H:24]3[CH2:28][CH2:27][N:26](C(OC(C)(C)C)=O)[CH2:25]3)[C:12]2=[O:36])[CH2:10][CH2:9]1)[C:2]1[CH:7]=[CH:6][CH:5]=[CH:4][CH:3]=1.Cl, predict the reaction product. (6) Given the reactants [F:1][C:2]1[CH:3]=[CH:4][C:5]([C:26]2[C:31]([CH3:32])=[CH:30][C:29](I)=[CH:28][C:27]=2[CH3:34])=[C:6]2[C:10]=1[C@H:9]([O:11][C:12]1[CH:25]=[CH:24][C:15]3[C@H:16]([CH2:19][C:20]([O:22][CH3:23])=[O:21])[CH2:17][O:18][C:14]=3[CH:13]=1)[CH2:8][CH2:7]2.[CH3:35][S:36]([N:39]1[CH2:44][CH:43]=[C:42](B2OC(C)(C)C(C)(C)O2)[CH2:41][CH2:40]1)(=[O:38])=[O:37], predict the reaction product. The product is: [CH3:32][C:31]1[CH:30]=[C:29]([C:42]2[CH2:41][CH2:40][N:39]([S:36]([CH3:35])(=[O:37])=[O:38])[CH2:44][CH:43]=2)[CH:28]=[C:27]([CH3:34])[C:26]=1[C:5]1[CH:4]=[CH:3][C:2]([F:1])=[C:10]2[C:6]=1[CH2:7][CH2:8][C@H:9]2[O:11][C:12]1[CH:25]=[CH:24][C:15]2[C@H:16]([CH2:19][C:20]([O:22][CH3:23])=[O:21])[CH2:17][O:18][C:14]=2[CH:13]=1.